From a dataset of Full USPTO retrosynthesis dataset with 1.9M reactions from patents (1976-2016). Predict the reactants needed to synthesize the given product. (1) Given the product [Br:36][C:37]1[CH:42]=[CH:41][C:40]([C:2]2[N:7]=[CH:6][C:5]([C:8]3[N:13]=[C:12]4[N:14]([CH2:27][O:28][CH2:29][CH2:30][Si:31]([CH3:32])([CH3:33])[CH3:34])[C:15]([O:17][C@H:18]5[C@H:22]6[O:23][CH2:24][C@@H:25]([OH:26])[C@H:21]6[O:20][CH2:19]5)=[N:16][C:11]4=[CH:10][C:9]=3[Cl:35])=[CH:4][CH:3]=2)=[CH:39][CH:38]=1, predict the reactants needed to synthesize it. The reactants are: Br[C:2]1[N:7]=[CH:6][C:5]([C:8]2[N:13]=[C:12]3[N:14]([CH2:27][O:28][CH2:29][CH2:30][Si:31]([CH3:34])([CH3:33])[CH3:32])[C:15]([O:17][C@H:18]4[C@H:22]5[O:23][CH2:24][C@@H:25]([OH:26])[C@H:21]5[O:20][CH2:19]4)=[N:16][C:11]3=[CH:10][C:9]=2[Cl:35])=[CH:4][CH:3]=1.[Br:36][C:37]1[CH:42]=[CH:41][C:40](B(O)O)=[CH:39][CH:38]=1. (2) Given the product [NH2:18][C:3]1[N:4]2[CH2:15][C:14](=[O:17])[N:13]=[C:5]2[C:6]([C:7]([O:9][CH2:10][CH3:11])=[O:8])=[CH:12][C:2]=1[Cl:1], predict the reactants needed to synthesize it. The reactants are: [Cl:1][C:2]1[C:3]([NH:18]C(=O)C(C)(C)C)=[N:4][C:5]([NH:13][C:14](=[O:17])[CH2:15]Cl)=[C:6]([CH:12]=1)[C:7]([O:9][CH2:10][CH3:11])=[O:8].